This data is from Full USPTO retrosynthesis dataset with 1.9M reactions from patents (1976-2016). The task is: Predict the reactants needed to synthesize the given product. (1) The reactants are: [C:1]([O:5][C:6](=[O:31])[N:7]([CH2:24][C:25]1[CH:30]=[CH:29][CH:28]=[CH:27][CH:26]=1)[CH2:8][C:9]1[CH:10]=[CH:11][CH:12]=[C:13]2[C:17]=1[N:16]([C:18]1[CH:23]=[CH:22][N:21]=[CH:20][CH:19]=1)[CH2:15][CH2:14]2)([CH3:4])([CH3:3])[CH3:2]. Given the product [C:1]([O:5][C:6](=[O:31])[N:7]([CH2:24][C:25]1[CH:26]=[CH:27][CH:28]=[CH:29][CH:30]=1)[CH2:8][C:9]1[CH:10]=[CH:11][CH:12]=[C:13]2[C:17]=1[N:16]([C:18]1[CH:19]=[CH:20][N:21]=[CH:22][CH:23]=1)[CH:15]=[CH:14]2)([CH3:4])([CH3:2])[CH3:3], predict the reactants needed to synthesize it. (2) Given the product [N:26]1[CH:27]=[CH:28][C:23]([C:11]2[CH:19]=[CH:18][CH:17]=[C:16]3[C:12]=2[CH:13]=[CH:14][NH:15]3)=[CH:24][CH:25]=1, predict the reactants needed to synthesize it. The reactants are: [OH-].[Na+].CC1(C)C(C)(C)OB([C:11]2[CH:19]=[CH:18][CH:17]=[C:16]3[C:12]=2[CH:13]=[CH:14][NH:15]3)O1.Cl.Br[C:23]1[CH:28]=[CH:27][N:26]=[CH:25][CH:24]=1. (3) Given the product [Cl:7][C:8]1[CH:9]=[CH:10][C:11](/[CH:12]=[CH:13]/[C:14]2[N:19]=[CH:18][N:17]([C:24]3[CH:38]=[CH:37][C:27]([O:28][CH2:29][C:30]4([OH:36])[CH2:31][C:32]([F:35])([F:34])[CH2:33]4)=[C:26]([O:39][CH3:40])[CH:25]=3)[C:16](=[O:20])[CH:15]=2)=[CH:21][CH:22]=1, predict the reactants needed to synthesize it. The reactants are: CNCCNC.[Cl:7][C:8]1[CH:22]=[CH:21][C:11](/[CH:12]=[CH:13]/[C:14]2[N:19]=[CH:18][NH:17][C:16](=[O:20])[CH:15]=2)=[CH:10][CH:9]=1.Br[C:24]1[CH:38]=[CH:37][C:27]([O:28][CH2:29][C:30]2([OH:36])[CH2:33][C:32]([F:35])([F:34])[CH2:31]2)=[C:26]([O:39][CH3:40])[CH:25]=1.[O-]P([O-])([O-])=O.[K+].[K+].[K+].